Task: Predict the reactants needed to synthesize the given product.. Dataset: Full USPTO retrosynthesis dataset with 1.9M reactions from patents (1976-2016) (1) Given the product [OH:9][CH2:8][CH2:7][O:6][C:5]1[CH:11]=[CH:12][C:2]([OH:1])=[CH:3][CH:4]=1, predict the reactants needed to synthesize it. The reactants are: [OH:1][C:2]1[CH:12]=[CH:11][C:5]([O:6][CH2:7][C:8](O)=[O:9])=[CH:4][CH:3]=1.O1CCCC1.B. (2) Given the product [Cl:1][C:2]1[C:11]2[CH2:10][CH2:9][CH2:8][CH2:7][C:6]=2[C:5]([NH:13][NH2:14])=[N:4][N:3]=1, predict the reactants needed to synthesize it. The reactants are: [Cl:1][C:2]1[C:11]2[CH2:10][CH2:9][CH2:8][CH2:7][C:6]=2[C:5](Cl)=[N:4][N:3]=1.[NH2:13][NH2:14].O.CCOC(C)=O. (3) Given the product [N:15]1[C:20]2[NH:21][CH:22]=[CH:23][C:19]=2[C:18]([N:24]2[CH2:32][CH2:31][N:30]([C:10](=[O:12])[CH2:9][C:6]3[CH:5]=[CH:4][C:3]([C:2]([F:1])([F:14])[F:13])=[CH:8][CH:7]=3)[CH2:29][C:26]3([CH2:28][CH2:27]3)[CH2:25]2)=[N:17][CH:16]=1, predict the reactants needed to synthesize it. The reactants are: [F:1][C:2]([F:14])([F:13])[C:3]1[CH:8]=[CH:7][C:6]([CH2:9][C:10]([OH:12])=O)=[CH:5][CH:4]=1.[N:15]1[C:20]2[NH:21][CH:22]=[CH:23][C:19]=2[C:18]([N:24]2[CH2:32][CH2:31][NH:30][CH2:29][C:26]3([CH2:28][CH2:27]3)[CH2:25]2)=[N:17][CH:16]=1.F[P-](F)(F)(F)(F)F.N1(OC(N(C)C)=[N+](C)C)C2N=CC=CC=2N=N1. (4) Given the product [CH:24]1([C:27]([N:5]2[CH2:6][CH2:7][C:2]([N:8]3[CH2:13][CH2:12][CH:11]([N:14]4[C@@H:18]5[CH2:19][CH2:20][CH2:21][CH2:22][C@H:17]5[NH:16][C:15]4=[O:23])[CH2:10][CH2:9]3)([CH3:1])[CH2:3][CH2:4]2)=[O:28])[CH2:26][CH2:25]1, predict the reactants needed to synthesize it. The reactants are: [CH3:1][C:2]1([N:8]2[CH2:13][CH2:12][CH:11]([N:14]3[C@@H:18]4[CH2:19][CH2:20][CH2:21][CH2:22][C@H:17]4[NH:16][C:15]3=[O:23])[CH2:10][CH2:9]2)[CH2:7][CH2:6][NH:5][CH2:4][CH2:3]1.[CH:24]1([C:27](O)=[O:28])[CH2:26][CH2:25]1.CN(C(ON1N=NC2C=CC=NC1=2)=[N+](C)C)C.F[P-](F)(F)(F)(F)F.C(N(C(C)C)CC)(C)C. (5) Given the product [Cl:12][C:13]1[CH:19]=[CH:18][C:17]([Cl:20])=[CH:16][C:14]=1[NH:15][C:2]1[CH:7]=[CH:6][CH:5]=[CH:4][C:3]=1[CH2:8][C:9]([OH:11])=[O:10], predict the reactants needed to synthesize it. The reactants are: Br[C:2]1[CH:7]=[CH:6][CH:5]=[CH:4][C:3]=1[CH2:8][C:9]([OH:11])=[O:10].[Cl:12][C:13]1[CH:19]=[CH:18][C:17]([Cl:20])=[CH:16][C:14]=1[NH2:15].